This data is from Full USPTO retrosynthesis dataset with 1.9M reactions from patents (1976-2016). The task is: Predict the reactants needed to synthesize the given product. (1) Given the product [Br:9][CH2:1][C:2]1[O:8][C:5]([C:6]([O:20][CH2:17][CH:18]=[CH2:19])=[O:7])=[CH:4][CH:3]=1, predict the reactants needed to synthesize it. The reactants are: [CH3:1][C:2]1[O:8][C:5]([CH:6]=[O:7])=[CH:4][CH:3]=1.[Br:9]N1C(=O)CCC1=O.[CH2:17]([OH:20])[CH:18]=[CH2:19]. (2) Given the product [CH3:1][O:2][C:3](=[O:29])[CH2:4][C:5]1[CH:6]=[C:7]([C:13]2[CH:18]=[CH:17][C:16]([C:19]([F:21])([F:20])[F:22])=[CH:15][C:14]=2[CH2:23][N:24]([C:30](=[O:32])[CH3:31])[CH2:25][CH2:26][O:27][CH3:28])[C:8]([O:11][CH3:12])=[CH:9][CH:10]=1, predict the reactants needed to synthesize it. The reactants are: [CH3:1][O:2][C:3](=[O:29])[CH2:4][C:5]1[CH:6]=[C:7]([C:13]2[CH:18]=[CH:17][C:16]([C:19]([F:22])([F:21])[F:20])=[CH:15][C:14]=2[CH2:23][NH:24][CH2:25][CH2:26][O:27][CH3:28])[C:8]([O:11][CH3:12])=[CH:9][CH:10]=1.[C:30](Cl)(=[O:32])[CH3:31]. (3) The reactants are: [C:1]([O:5][C@@H:6]([C:12]1[C:13]([CH3:43])=[N:14][C:15]([CH3:42])=[C:16]([C:26]2[CH:31]=[CH:30][C:29]([O:32][CH2:33][C:34]3[CH:39]=[CH:38][C:37]([O:40][CH3:41])=[CH:36][CH:35]=3)=[CH:28][CH:27]=2)[C:17]=1[N:18]1[CH2:23][CH2:22][C:21]([CH3:25])([CH3:24])[CH2:20][CH2:19]1)[C:7]([O:9]CC)=[O:8])([CH3:4])([CH3:3])[CH3:2].[Li+].[OH-]. Given the product [C:1]([O:5][C@@H:6]([C:12]1[C:13]([CH3:43])=[N:14][C:15]([CH3:42])=[C:16]([C:26]2[CH:27]=[CH:28][C:29]([O:32][CH2:33][C:34]3[CH:35]=[CH:36][C:37]([O:40][CH3:41])=[CH:38][CH:39]=3)=[CH:30][CH:31]=2)[C:17]=1[N:18]1[CH2:19][CH2:20][C:21]([CH3:25])([CH3:24])[CH2:22][CH2:23]1)[C:7]([OH:9])=[O:8])([CH3:4])([CH3:3])[CH3:2], predict the reactants needed to synthesize it. (4) Given the product [NH2:35][CH2:34][CH2:33][C:30]1([CH2:29][N:18]([CH2:17][C:9]2[NH:8][C:12]3[CH:13]=[CH:14][CH:15]=[CH:16][C:11]=3[N:10]=2)[CH:19]2[C:28]3[N:27]=[CH:26][CH:25]=[CH:24][C:23]=3[CH2:22][CH2:21][CH2:20]2)[CH2:32][CH2:31]1, predict the reactants needed to synthesize it. The reactants are: C(OC([N:8]1[C:12]2[CH:13]=[CH:14][CH:15]=[CH:16][C:11]=2[N:10]=[C:9]1[CH2:17][N:18]([CH2:29][C:30]1([CH2:33][CH2:34][N:35]2C(=O)C3C(=CC=CC=3)C2=O)[CH2:32][CH2:31]1)[CH:19]1[C:28]2[N:27]=[CH:26][CH:25]=[CH:24][C:23]=2[CH2:22][CH2:21][CH2:20]1)=O)(C)(C)C.O.NN. (5) The reactants are: [CH2:1]([N:8]1[C:17]2[C:12](=[CH:13][C:14]([CH:19]=O)=[C:15]([OH:18])[CH:16]=2)[CH2:11][CH2:10][CH2:9]1)[C:2]1[CH:7]=[CH:6][CH:5]=[CH:4][CH:3]=1.C(O)(=O)C.[N+:25](CC)([O-])=O.C([O-])(=O)C.[Na+]. Given the product [CH2:1]([N:8]1[C:17]2[C:12](=[CH:13][C:14]([C:19]#[N:25])=[C:15]([OH:18])[CH:16]=2)[CH2:11][CH2:10][CH2:9]1)[C:2]1[CH:7]=[CH:6][CH:5]=[CH:4][CH:3]=1, predict the reactants needed to synthesize it. (6) Given the product [Cl:10][C:11]1[CH:19]=[CH:18][C:17]([Cl:20])=[CH:16][C:12]=1[C:13]([NH:6][C:5]1[CH:7]=[CH:8][C:2]([Cl:1])=[CH:3][C:4]=1[I:9])=[O:14], predict the reactants needed to synthesize it. The reactants are: [Cl:1][C:2]1[CH:8]=[CH:7][C:5]([NH2:6])=[C:4]([I:9])[CH:3]=1.[Cl:10][C:11]1[CH:19]=[CH:18][C:17]([Cl:20])=[CH:16][C:12]=1[C:13](Cl)=[O:14].